This data is from NCI-60 drug combinations with 297,098 pairs across 59 cell lines. The task is: Regression. Given two drug SMILES strings and cell line genomic features, predict the synergy score measuring deviation from expected non-interaction effect. (1) Drug 1: CCC1=CC2CC(C3=C(CN(C2)C1)C4=CC=CC=C4N3)(C5=C(C=C6C(=C5)C78CCN9C7C(C=CC9)(C(C(C8N6C)(C(=O)OC)O)OC(=O)C)CC)OC)C(=O)OC.C(C(C(=O)O)O)(C(=O)O)O. Drug 2: CCN(CC)CCNC(=O)C1=C(NC(=C1C)C=C2C3=C(C=CC(=C3)F)NC2=O)C. Cell line: BT-549. Synergy scores: CSS=57.2, Synergy_ZIP=4.23, Synergy_Bliss=6.72, Synergy_Loewe=-13.1, Synergy_HSA=3.95. (2) Drug 1: CC1=C(C(CCC1)(C)C)C=CC(=CC=CC(=CC(=O)O)C)C. Drug 2: CCCCCOC(=O)NC1=NC(=O)N(C=C1F)C2C(C(C(O2)C)O)O. Cell line: SF-295. Synergy scores: CSS=-19.2, Synergy_ZIP=5.66, Synergy_Bliss=-6.78, Synergy_Loewe=-14.8, Synergy_HSA=-16.1.